Dataset: Forward reaction prediction with 1.9M reactions from USPTO patents (1976-2016). Task: Predict the product of the given reaction. (1) The product is: [CH3:18][C:19]1[CH:24]=[C:23]([CH3:25])[CH:22]=[C:21]([CH2:16][N:8]([CH2:7][CH2:6][N:3]([CH2:2][CH3:1])[CH2:4][CH3:5])[CH2:9][CH2:10][N:11]([CH2:14][CH3:15])[CH2:12][CH3:13])[C:20]=1[OH:26]. Given the reactants [CH3:1][CH2:2][N:3]([CH2:6][CH2:7][NH:8][CH2:9][CH2:10][N:11]([CH2:14][CH3:15])[CH2:12][CH3:13])[CH2:4][CH3:5].[CH2:16]=O.[CH3:18][C:19]1[CH:24]=[C:23]([CH3:25])[CH:22]=[CH:21][C:20]=1[OH:26], predict the reaction product. (2) Given the reactants [CH2:1]=[CH:2][CH3:3].[CH3:4][CH2:5][CH3:6].[C:7]([OH:10])(=[O:9])[CH3:8], predict the reaction product. The product is: [CH2:1]=[CH:2][CH3:3].[C:7]([O:10][CH:5]([CH3:6])[CH3:4])(=[O:9])[CH3:8]. (3) Given the reactants [Cl:1][C:2]1[CH:10]=[C:9]2[C:5]([C:6]([CH:11](O)[CH2:12][C:13]3[CH:18]=[CH:17][C:16]([CH2:19][CH3:20])=[CH:15][N:14]=3)=[N:7][NH:8]2)=[CH:4][CH:3]=1.S(Cl)(C)(=O)=O.C1CCN2C(=NCCC2)CC1, predict the reaction product. The product is: [Cl:1][C:2]1[CH:10]=[C:9]2[C:5]([C:6]([CH:11]=[CH:12][C:13]3[CH:18]=[CH:17][C:16]([CH2:19][CH3:20])=[CH:15][N:14]=3)=[N:7][NH:8]2)=[CH:4][CH:3]=1. (4) Given the reactants C1(C[N:8]2[CH2:12][C@H:11]([CH2:13][OH:14])[C@H:10]([CH2:15][OH:16])[CH2:9]2)C=CC=CC=1.Cl, predict the reaction product. The product is: [NH:8]1[CH2:12][C@H:11]([CH2:13][OH:14])[C@H:10]([CH2:15][OH:16])[CH2:9]1.